From a dataset of Forward reaction prediction with 1.9M reactions from USPTO patents (1976-2016). Predict the product of the given reaction. (1) The product is: [CH2:16]([N:23]1[CH2:24][CH2:25][NH:26][CH2:10][C:7]2([CH2:9][CH2:8]2)[CH2:6]1)[C:17]1[CH:22]=[CH:21][CH:20]=[CH:19][CH:18]=1. Given the reactants S(O[CH2:6][C:7]1([CH2:10]OS(C)(=O)=O)[CH2:9][CH2:8]1)(C)(=O)=O.[CH2:16]([NH:23][CH2:24][CH2:25][NH2:26])[C:17]1[CH:22]=[CH:21][CH:20]=[CH:19][CH:18]=1.C(=O)([O-])[O-].[K+].[K+], predict the reaction product. (2) Given the reactants Br[C:2]1[CH:3]=[C:4]([CH3:8])[CH:5]=[CH:6][CH:7]=1.[OH:9][CH2:10][C:11]1[CH:16]=[CH:15][C:14](B(O)O)=[CH:13][CH:12]=1.C(=O)([O-])[O-].[Na+].[Na+], predict the reaction product. The product is: [CH3:8][C:4]1[CH:3]=[C:2]([C:14]2[CH:15]=[CH:16][C:11]([CH2:10][OH:9])=[CH:12][CH:13]=2)[CH:7]=[CH:6][CH:5]=1.